This data is from NCI-60 drug combinations with 297,098 pairs across 59 cell lines. The task is: Regression. Given two drug SMILES strings and cell line genomic features, predict the synergy score measuring deviation from expected non-interaction effect. Drug 1: C(CC(=O)O)C(=O)CN.Cl. Drug 2: C1CN(P(=O)(OC1)NCCCl)CCCl. Cell line: 786-0. Synergy scores: CSS=23.6, Synergy_ZIP=-4.78, Synergy_Bliss=-0.528, Synergy_Loewe=-9.32, Synergy_HSA=0.402.